This data is from Forward reaction prediction with 1.9M reactions from USPTO patents (1976-2016). The task is: Predict the product of the given reaction. (1) Given the reactants [F:1][CH:2]([F:21])[O:3][CH2:4][C@@H:5]1[CH2:9][N:8]([C:10]([O:12][C:13]([CH3:16])([CH3:15])[CH3:14])=[O:11])[C@H:7]([C:17]([O:19]C)=[O:18])[CH2:6]1.[Li+].[OH-].Cl, predict the reaction product. The product is: [C:13]([O:12][C:10]([N:8]1[CH2:9][C@@H:5]([CH2:4][O:3][CH:2]([F:1])[F:21])[CH2:6][C@H:7]1[C:17]([OH:19])=[O:18])=[O:11])([CH3:16])([CH3:14])[CH3:15]. (2) Given the reactants [C:1]([C:4]1[S:5][CH:6]=[C:7]2[C:12]=1[C:11](=[O:13])[N:10]([C:14]1[CH:19]=[C:18]([S:20]([N:23]3[C:32]4[C:27](=[CH:28][CH:29]=[CH:30][CH:31]=4)[CH2:26][CH2:25][CH2:24]3)(=[O:22])=[O:21])[CH:17]=[CH:16][C:15]=1[Cl:33])[C:9](=[O:34])[NH:8]2)(O)=[O:2].C(N1C=CN=C1)([N:37]1C=CN=C1)=O.N, predict the reaction product. The product is: [C:1]([C:4]1[S:5][CH:6]=[C:7]2[C:12]=1[C:11](=[O:13])[N:10]([C:14]1[CH:19]=[C:18]([S:20]([N:23]3[C:32]4[C:27](=[CH:28][CH:29]=[CH:30][CH:31]=4)[CH2:26][CH2:25][CH2:24]3)(=[O:22])=[O:21])[CH:17]=[CH:16][C:15]=1[Cl:33])[C:9](=[O:34])[NH:8]2)(=[O:2])[NH2:37].